The task is: Predict the reactants needed to synthesize the given product.. This data is from Full USPTO retrosynthesis dataset with 1.9M reactions from patents (1976-2016). (1) Given the product [CH:28]1([C:29]([N:30]2[CH2:31][CH2:60][N:59]([C:20]([C:15]3[CH:14]=[C:13]([CH:18]=[CH:17][CH:16]=3)[CH2:12][N:8]3[C:9]4[C:4](=[CH:3][C:2]([F:1])=[CH:11][CH:10]=4)[C:5](=[O:24])[NH:6][C:7]3=[O:23])=[O:21])[CH2:58][CH2:57]2)=[O:37])[CH2:27][CH2:35][CH2:34][CH2:33]1, predict the reactants needed to synthesize it. The reactants are: [F:1][C:2]1[CH:3]=[C:4]2[C:9](=[CH:10][CH:11]=1)[N:8]([CH2:12][C:13]1[CH:18]=[CH:17][C:16](F)=[C:15]([C:20](O)=[O:21])[CH:14]=1)[C:7](=[O:23])[NH:6][C:5]2=[O:24].FC1[CH:27]=[C:28]2[C:33](=[CH:34][CH:35]=1)N[C:31](=O)[NH:30][C:29]2=[O:37].BrCC1C=CC(F)=C(C=1)C(OC)=O.COC(C1C=[C:57](C=CC=1)[CH2:58][N:59]1C2C(=CC=CC=2)C(=O)N[C:60]1=O)=O. (2) Given the product [C:1]1([C@H:7]([O:9][C:10](=[O:25])[NH:11][C:12]2[N:13]([CH3:24])[N:14]=[N:15][C:16]=2[C:17]2[CH:22]=[CH:21][C:20]([C:34]3[CH:35]=[CH:36][C:37]([C:40]4([C:43]([NH:45][S:46]([CH3:49])(=[O:48])=[O:47])=[O:44])[CH2:42][CH2:41]4)=[CH:38][CH:39]=3)=[CH:19][CH:18]=2)[CH3:8])[CH:6]=[CH:5][CH:4]=[CH:3][CH:2]=1, predict the reactants needed to synthesize it. The reactants are: [C:1]1([C@H:7]([O:9][C:10](=[O:25])[NH:11][C:12]2[N:13]([CH3:24])[N:14]=[N:15][C:16]=2[C:17]2[CH:22]=[CH:21][C:20](Br)=[CH:19][CH:18]=2)[CH3:8])[CH:6]=[CH:5][CH:4]=[CH:3][CH:2]=1.CC1(C)C(C)(C)OB([C:34]2[CH:39]=[CH:38][C:37]([C:40]3([C:43]([NH:45][S:46]([CH3:49])(=[O:48])=[O:47])=[O:44])[CH2:42][CH2:41]3)=[CH:36][CH:35]=2)O1.CN(C=O)C.C([O-])([O-])=O.[Na+].[Na+]. (3) Given the product [CH3:37][N:36]([S:33]([N:6]([CH2:5][C:4]([OH:39])=[O:3])[CH2:7][C:8]1[CH:13]=[CH:12][CH:11]=[C:10]([O:14][CH2:15][CH2:16][C:17]2[N:18]=[C:19]([C:23]3[CH:24]=[CH:25][C:26]([C:29]([F:30])([F:31])[F:32])=[CH:27][CH:28]=3)[O:20][C:21]=2[CH3:22])[CH:9]=1)(=[O:34])=[O:35])[CH3:38], predict the reactants needed to synthesize it. The reactants are: C([O:3][C:4](=[O:39])[CH2:5][N:6]([S:33]([N:36]([CH3:38])[CH3:37])(=[O:35])=[O:34])[CH2:7][C:8]1[CH:13]=[CH:12][CH:11]=[C:10]([O:14][CH2:15][CH2:16][C:17]2[N:18]=[C:19]([C:23]3[CH:28]=[CH:27][C:26]([C:29]([F:32])([F:31])[F:30])=[CH:25][CH:24]=3)[O:20][C:21]=2[CH3:22])[CH:9]=1)C.O.[OH-].[Li+]. (4) Given the product [Cl:12][C:13]1[S:17][C:16]([C:18]([NH:1][C:2]2[N:11]=[CH:10][CH:9]=[CH:8][C:3]=2[C:4]([O:6][CH3:7])=[O:5])=[O:19])=[CH:15][CH:14]=1, predict the reactants needed to synthesize it. The reactants are: [NH2:1][C:2]1[N:11]=[CH:10][CH:9]=[CH:8][C:3]=1[C:4]([O:6][CH3:7])=[O:5].[Cl:12][C:13]1[S:17][C:16]([C:18](Cl)=[O:19])=[CH:15][CH:14]=1. (5) Given the product [CH2:1]([O:8][CH2:9][CH2:10][CH:11]([O:31][C:35]1[CH:40]=[CH:39][C:38]([F:41])=[CH:37][C:36]=1[N+:42]([O-:44])=[O:43])[CH:12]([N:16]([CH2:24][C:25]1[CH:26]=[CH:27][CH:28]=[CH:29][CH:30]=1)[CH2:17][C:18]1[CH:23]=[CH:22][CH:21]=[CH:20][CH:19]=1)[C:13]([OH:15])=[O:14])[C:2]1[CH:3]=[CH:4][CH:5]=[CH:6][CH:7]=1, predict the reactants needed to synthesize it. The reactants are: [CH2:1]([O:8][CH2:9][CH2:10][CH:11]([OH:31])[CH:12]([N:16]([CH2:24][C:25]1[CH:30]=[CH:29][CH:28]=[CH:27][CH:26]=1)[CH2:17][C:18]1[CH:23]=[CH:22][CH:21]=[CH:20][CH:19]=1)[C:13]([OH:15])=[O:14])[C:2]1[CH:7]=[CH:6][CH:5]=[CH:4][CH:3]=1.[H-].[Na+].F[C:35]1[CH:40]=[CH:39][C:38]([F:41])=[CH:37][C:36]=1[N+:42]([O-:44])=[O:43]. (6) Given the product [CH3:1][N:2]1[CH:11]=[CH:10][C:9]2[C:4](=[CH:5][CH:6]=[C:7]([C:23]3[CH:28]=[CH:27][CH:26]=[CH:25][N:24]=3)[CH:8]=2)[C:3]1=[O:21], predict the reactants needed to synthesize it. The reactants are: [CH3:1][N:2]1[CH:11]=[CH:10][C:9]2[C:4](=[CH:5][CH:6]=[C:7](B3OC(C)(C)C(C)(C)O3)[CH:8]=2)[C:3]1=[O:21].Br[C:23]1[CH:28]=[CH:27][CH:26]=[CH:25][N:24]=1.C([O-])(O)=O.[Na+]. (7) Given the product [CH3:9][N:10]1[CH2:13][CH2:14][CH2:15][CH:16]([CH2:7][OH:6])[CH2:11]1.[CH3:9][N:10]1[CH2:13][CH2:14][CH2:15][C@@H:16]([CH2:7][OH:6])[CH2:11]1, predict the reactants needed to synthesize it. The reactants are: ClC1C=CC([O:6][C:7]2[C:16]3[C:11](=C[C:13](O)=[C:14](OC)[CH:15]=3)[N:10]=[CH:9]N=2)=C(F)C=1.C1(P(C2C=CC=CC=2)C2C=CC=CC=2)C=CC=CC=1. (8) Given the product [N+:32]([C:29]1[N:30]=[CH:31][C:26]([O:1][C:2]2[CH:7]=[CH:6][C:5]([NH:8][C:9](=[O:18])[O:10][CH2:11][C:12]3[CH:13]=[CH:14][CH:15]=[CH:16][CH:17]=3)=[CH:4][CH:3]=2)=[CH:27][CH:28]=1)([O-:34])=[O:33], predict the reactants needed to synthesize it. The reactants are: [OH:1][C:2]1[CH:7]=[CH:6][C:5]([NH:8][C:9](=[O:18])[O:10][CH2:11][C:12]2[CH:17]=[CH:16][CH:15]=[CH:14][CH:13]=2)=[CH:4][CH:3]=1.C(=O)([O-])[O-].[Cs+].[Cs+].Br[C:26]1[CH:27]=[CH:28][C:29]([N+:32]([O-:34])=[O:33])=[N:30][CH:31]=1.O.